Dataset: Forward reaction prediction with 1.9M reactions from USPTO patents (1976-2016). Task: Predict the product of the given reaction. (1) Given the reactants CCN(C(C)C)C(C)C.CN(C(ON1N=NC2C=CC=CC1=2)=[N+](C)C)C.[B-](F)(F)(F)F.[C:32]([C:34]1[C:35]([N:47]2[CH2:50][CH:49]([C:51](O)=[O:52])[CH2:48]2)=[N:36][C:37]([CH2:45][F:46])=[C:38]([C:40]([O:42][CH2:43][CH3:44])=[O:41])[CH:39]=1)#[N:33].[F:54][C:55]1[CH:60]=[CH:59][C:58]([CH3:61])=[CH:57][C:56]=1[CH2:62][S:63]([NH2:66])(=[O:65])=[O:64].C1CN([P+](Br)(N2CCCC2)N2CCCC2)CC1.F[P-](F)(F)(F)(F)F, predict the reaction product. The product is: [C:32]([C:34]1[C:35]([N:47]2[CH2:48][CH:49]([C:51](=[O:52])[NH:66][S:63]([CH2:62][C:56]3[CH:57]=[C:58]([CH3:61])[CH:59]=[CH:60][C:55]=3[F:54])(=[O:65])=[O:64])[CH2:50]2)=[N:36][C:37]([CH2:45][F:46])=[C:38]([CH:39]=1)[C:40]([O:42][CH2:43][CH3:44])=[O:41])#[N:33]. (2) Given the reactants F[C:2]1[CH:16]=[CH:15][C:14]([I:17])=[CH:13][C:3]=1[C:4]([CH:6]1[CH2:11][CH2:10][N:9]([CH3:12])[CH2:8][CH2:7]1)=O.[NH2:18][NH2:19], predict the reaction product. The product is: [I:17][C:14]1[CH:13]=[C:3]2[C:2](=[CH:16][CH:15]=1)[NH:19][N:18]=[C:4]2[CH:6]1[CH2:11][CH2:10][N:9]([CH3:12])[CH2:8][CH2:7]1. (3) Given the reactants [Cl:1][C:2]1[CH:7]=[CH:6][C:5]([OH:8])=[CH:4][C:3]=1[I:9].[Si:10](Cl)([C:13]([CH3:16])([CH3:15])[CH3:14])([CH3:12])[CH3:11].N1C=CN=C1.CCOC(C)=O, predict the reaction product. The product is: [C:13]([Si:10]([O:8][C:5]1[CH:6]=[CH:7][C:2]([Cl:1])=[C:3]([I:9])[CH:4]=1)([CH3:12])[CH3:11])([CH3:16])([CH3:15])[CH3:14]. (4) Given the reactants [O:1]=[C:2]1[CH:6]=[CH:5][C:4](=[O:7])[N:3]1[CH2:8][CH2:9][CH2:10][CH2:11][CH2:12][C:13]([NH:15][CH2:16][CH2:17][C:18]([NH:20][C:21]1[CH:26]=[C:25](/[CH:27]=[CH:28]/[C:29]([O-:31])=[O:30])[CH:24]=[CH:23][C:22]=1/[CH:32]=[CH:33]/[C:34]([O:36]C(C)(C)C)=[O:35])=[O:19])=[O:14].C(O)(C(F)(F)F)=O, predict the reaction product. The product is: [O:7]=[C:4]1[CH:5]=[CH:6][C:2](=[O:1])[N:3]1[CH2:8][CH2:9][CH2:10][CH2:11][CH2:12][C:13]([NH:15][CH2:16][CH2:17][C:18]([NH:20][C:21]1[CH:26]=[C:25](/[CH:27]=[CH:28]/[C:29]([OH:31])=[O:30])[CH:24]=[CH:23][C:22]=1/[CH:32]=[CH:33]/[C:34]([OH:36])=[O:35])=[O:19])=[O:14]. (5) The product is: [O:4]1[CH2:1][CH:7]=[CH:6][CH:5]1[CH:8]1[CH2:9][CH2:10][C:11]2([O:12][CH2:13][CH2:14][O:15]2)[CH2:16][CH2:17]1. Given the reactants [CH2:1]([O:4][CH:5]([CH:8]1[CH2:17][CH2:16][C:11]2([O:15][CH2:14][CH2:13][O:12]2)[CH2:10][CH2:9]1)[CH:6]=[CH2:7])C=C.N1CCC1, predict the reaction product. (6) Given the reactants [NH2:1][C:2]1[CH:3]=[C:4]([CH:15]=[CH:16][C:17]=1[OH:18])[C:5]([NH:7][CH:8]([CH2:12][CH2:13][CH3:14])[CH2:9][CH2:10][CH3:11])=[O:6].[CH3:19][O:20][C:21](OC)(OC)OC, predict the reaction product. The product is: [CH2:9]([CH:8]([NH:7][C:5]([C:4]1[CH:15]=[CH:16][C:17]2[O:18][C:19]([O:20][CH3:21])=[N:1][C:2]=2[CH:3]=1)=[O:6])[CH2:12][CH2:13][CH3:14])[CH2:10][CH3:11]. (7) Given the reactants [CH3:1][O:2][C:3]([C@@H:5]([N:13]1[CH2:21][C:17]2[CH:18]=[CH:19][S:20][C:16]=2[CH2:15][CH2:14]1)[C:6]1[CH:7]=[CH:8][CH:9]=[CH:10][C:11]=1[Cl:12])=[O:4].[C@:22]12([CH2:32][S:33]([OH:36])(=[O:35])=[O:34])[C:29]([CH3:31])([CH3:30])[CH:26]([CH2:27][CH2:28]1)[CH2:25][C:23]2=[O:24].C(OC(C)C)(C)C, predict the reaction product. The product is: [CH3:1][O:2][C:3]([C@@H:5]([N:13]1[CH2:21][C:17]2[CH:18]=[CH:19][S:20][C:16]=2[CH2:15][CH2:14]1)[C:6]1[CH:7]=[CH:8][CH:9]=[CH:10][C:11]=1[Cl:12])=[O:4].[C@:22]12([CH2:32][S:33]([O-:36])(=[O:34])=[O:35])[C:29]([CH3:31])([CH3:30])[CH:26]([CH2:27][CH2:28]1)[CH2:25][C:23]2=[O:24]. (8) Given the reactants [H-].[Al+3].[Li+].[H-].[H-].[H-].[NH2:7][C@H:8]([CH2:12][CH:13]1[CH2:18][CH2:17][CH2:16][CH2:15][CH2:14]1)[C:9]([NH2:11])=O, predict the reaction product. The product is: [CH:13]1([CH2:12][C@@H:8]([NH2:7])[CH2:9][NH2:11])[CH2:18][CH2:17][CH2:16][CH2:15][CH2:14]1. (9) Given the reactants C[O:2][CH:3](OC)[CH2:4][C:5]1[CH:6]=[C:7]2[C:11](=[CH:12][CH:13]=1)[C:10](=[C:14]1[C:22]3[C:17](=[CH:18][CH:19]=[C:20]([F:23])[CH:21]=3)[NH:16][C:15]1=[O:24])[O:9][C:8]2([CH3:26])[CH3:25].S(=O)(=O)(O)O.O, predict the reaction product. The product is: [F:23][C:20]1[CH:21]=[C:22]2[C:17](=[CH:18][CH:19]=1)[NH:16][C:15](=[O:24])[C:14]2=[C:10]1[C:11]2[C:7](=[CH:6][C:5]([CH2:4][CH:3]=[O:2])=[CH:13][CH:12]=2)[C:8]([CH3:26])([CH3:25])[O:9]1. (10) Given the reactants [C:1]([O:5][C:6]([NH:8][C@@H:9]([CH2:32][O:33][CH3:34])[CH2:10][NH:11][C:12]1[CH:21]=[C:20]([C:22]#[N:23])[C:15]([C:16]([O:18]C)=O)=[C:14]([NH:24][C:25]2[CH:26]=[C:27]([CH3:31])[CH:28]=[CH:29][CH:30]=2)[N:13]=1)=[O:7])([CH3:4])([CH3:3])[CH3:2].C(=O)([O-])[O-].[K+].[K+], predict the reaction product. The product is: [CH3:34][O:33][CH2:32][C@H:9]([NH:8][C:6](=[O:7])[O:5][C:1]([CH3:3])([CH3:2])[CH3:4])[CH2:10][NH:11][C:12]1[N:13]=[C:14]([NH:24][C:25]2[CH:26]=[C:27]([CH3:31])[CH:28]=[CH:29][CH:30]=2)[C:15]2[C:16](=[O:18])[NH:23][CH2:22][C:20]=2[CH:21]=1.